Dataset: Kir2.1 potassium channel HTS with 301,493 compounds. Task: Binary Classification. Given a drug SMILES string, predict its activity (active/inactive) in a high-throughput screening assay against a specified biological target. (1) The compound is FC(F)Oc1ccc(C2(NC(=O)N(C2=O)CC(=O)Nc2ccc(N3CCCCC3)cc2)C)cc1. The result is 0 (inactive). (2) The drug is O(CCNC1CCCC1)c1cc2CCCc2cc1. The result is 0 (inactive).